Dataset: Peptide-MHC class II binding affinity with 134,281 pairs from IEDB. Task: Regression. Given a peptide amino acid sequence and an MHC pseudo amino acid sequence, predict their binding affinity value. This is MHC class II binding data. (1) The peptide sequence is GRGGWCYYAAAQKEV. The MHC is HLA-DQA10201-DQB10301 with pseudo-sequence HLA-DQA10201-DQB10301. The binding affinity (normalized) is 0.581. (2) The MHC is DRB1_0101 with pseudo-sequence DRB1_0101. The peptide sequence is KGILGFVFTLTVPSERGLQ. The binding affinity (normalized) is 0.